This data is from Full USPTO retrosynthesis dataset with 1.9M reactions from patents (1976-2016). The task is: Predict the reactants needed to synthesize the given product. (1) The reactants are: Cl.[CH:2]1[C:14]2[NH:13][C:12]3[C:7](=[CH:8][CH:9]=[CH:10][CH:11]=3)[C:6]=2[CH:5]=[CH:4][C:3]=1[O:15][CH2:16][CH2:17][NH:18][CH2:19][CH:20]([C:22]1[CH:23]=[CH:24][C:25]([O:31]CC2C=CC=CC=2)=[C:26]([NH:28][CH:29]=[O:30])[CH:27]=1)[OH:21].CO.C(Cl)(Cl)[Cl:42]. Given the product [ClH:42].[CH:2]1[C:14]2[NH:13][C:12]3[C:7](=[CH:8][CH:9]=[CH:10][CH:11]=3)[C:6]=2[CH:5]=[CH:4][C:3]=1[O:15][CH2:16][CH2:17][NH:18][CH2:19][CH:20]([C:22]1[CH:23]=[CH:24][C:25]([OH:31])=[C:26]([NH:28][CH:29]=[O:30])[CH:27]=1)[OH:21], predict the reactants needed to synthesize it. (2) Given the product [F:21][C:20]([F:23])([F:22])[C:17]1[N:15]2[N:16]=[C:11]([N:24]3[CH2:29][CH2:28][CH:27]([C:30]4[CH:39]=[CH:38][C:33]([C:34]([O:36][CH3:37])=[O:35])=[CH:32][CH:31]=4)[CH2:26][CH2:25]3)[CH:12]=[CH:13][C:14]2=[N:19][N:18]=1, predict the reactants needed to synthesize it. The reactants are: CCN(C(C)C)C(C)C.Cl[C:11]1[CH:12]=[CH:13][C:14]2[N:15]([C:17]([C:20]([F:23])([F:22])[F:21])=[N:18][N:19]=2)[N:16]=1.[NH:24]1[CH2:29][CH2:28][CH:27]([C:30]2[CH:39]=[CH:38][C:33]([C:34]([O:36][CH3:37])=[O:35])=[CH:32][CH:31]=2)[CH2:26][CH2:25]1.O. (3) Given the product [CH:11]1([CH:17]2[NH:10][C:1](=[O:9])[C:2]3[C:3](=[CH:5][CH:6]=[CH:7][CH:8]=3)[NH:4]2)[CH2:16][CH2:15][CH2:14][CH2:13][CH2:12]1, predict the reactants needed to synthesize it. The reactants are: [C:1]([NH2:10])(=[O:9])[C:2]1[C:3](=[CH:5][CH:6]=[CH:7][CH:8]=1)[NH2:4].[CH:11]1([CH:17]=O)[CH2:16][CH2:15][CH2:14][CH2:13][CH2:12]1. (4) Given the product [Cl:16][C:15]1[C:10]([C:4]2[CH:3]=[C:2]([Cl:1])[CH:9]=[CH:8][C:5]=2[C:6]#[N:7])=[CH:11][C:12](=[O:17])[N:13]([CH:19]([CH3:23])[C:20]([OH:22])=[O:21])[CH:14]=1.[ClH:1], predict the reactants needed to synthesize it. The reactants are: [Cl:1][C:2]1[CH:9]=[CH:8][C:5]([C:6]#[N:7])=[C:4]([C:10]2[C:15]([Cl:16])=[CH:14][NH:13][C:12](=[O:17])[CH:11]=2)[CH:3]=1.Br[CH:19]([CH3:23])[C:20]([OH:22])=[O:21]. (5) Given the product [CH2:1]([O:3][C:4]1[C:8]([CH2:9][CH2:10][CH2:11][O:12][C:20]2[CH:21]=[C:22]([CH2:26][C:27]([OH:29])=[O:28])[CH:23]=[CH:24][CH:25]=2)=[CH:7][N:6]([C:13]2[CH:18]=[CH:17][CH:16]=[CH:15][N:14]=2)[N:5]=1)[CH3:2], predict the reactants needed to synthesize it. The reactants are: [CH2:1]([O:3][C:4]1[C:8]([CH2:9][CH2:10][CH2:11][OH:12])=[CH:7][N:6]([C:13]2[CH:18]=[CH:17][CH:16]=[CH:15][N:14]=2)[N:5]=1)[CH3:2].O[C:20]1[CH:21]=[C:22]([CH2:26][C:27]([O:29]C)=[O:28])[CH:23]=[CH:24][CH:25]=1.C(P(CCCC)CCCC)CCC.N(C(N1CCCCC1)=O)=NC(N1CCCCC1)=O. (6) Given the product [Si:27]([O:26][CH2:25][CH2:24][CH2:23][C@H:10]1[CH2:9][NH:8][CH2:13][CH2:12][N:11]1[S:14]([C:17]1[CH:22]=[CH:21][CH:20]=[CH:19][CH:18]=1)(=[O:16])=[O:15])([C:30]([CH3:33])([CH3:31])[CH3:32])([CH3:29])[CH3:28], predict the reactants needed to synthesize it. The reactants are: C([N:8]1[CH2:13][CH2:12][N:11]([S:14]([C:17]2[CH:22]=[CH:21][CH:20]=[CH:19][CH:18]=2)(=[O:16])=[O:15])[C@@H:10]([CH2:23][CH2:24][CH2:25][O:26][Si:27]([C:30]([CH3:33])([CH3:32])[CH3:31])([CH3:29])[CH3:28])[CH2:9]1)C1C=CC=CC=1.[H][H]. (7) Given the product [C:1]([O:4][CH:5]1[CH2:10][CH2:9][CH2:8][CH:7]([O:11][C:12]2[CH:17]=[CH:16][CH:15]=[C:14]3[C:13]=2[C:19]([NH2:20])=[C:27]([C:28]([O:30][CH2:31][CH3:32])=[O:29])[C:26]([CH3:33])=[N:18]3)[CH:6]1[O:21][C:22](=[O:24])[CH3:23])(=[O:3])[CH3:2], predict the reactants needed to synthesize it. The reactants are: [C:1]([O:4][CH:5]1[CH2:10][CH2:9][CH2:8][CH:7]([O:11][C:12]2[CH:17]=[CH:16][CH:15]=[C:14]([NH2:18])[C:13]=2[C:19]#[N:20])[CH:6]1[O:21][C:22](=[O:24])[CH3:23])(=[O:3])[CH3:2].O=[C:26]([CH3:33])[CH2:27][C:28]([O:30][CH2:31][CH3:32])=[O:29]. (8) Given the product [Cl:15][C:6]1[N:7]=[CH:8][C:9]([S:11](=[O:13])(=[O:12])[NH:26][CH3:24])=[CH:10][C:5]=1[C:4]([O:3][CH2:1][CH3:2])=[O:16], predict the reactants needed to synthesize it. The reactants are: [CH2:1]([O:3][C:4](=[O:16])[C:5]1[CH:10]=[C:9]([S:11](Cl)(=[O:13])=[O:12])[CH:8]=[N:7][C:6]=1[Cl:15])[CH3:2].CN.O1CCCC1.[CH2:24]([N:26](CC)CC)C. (9) Given the product [CH3:2][C:7]1[C:6]2[C:9]3([CH2:14][CH2:15][S:16](=[O:18])(=[O:17])[C:5]=2[C:4]([CH3:19])=[CH:3][C:37]=1[C:36]([O:20][C:21]1[CH:22]=[CH:23][C:24]([C:25]([O:27][CH3:28])=[O:26])=[CH:29][CH:30]=1)=[O:39])[O:13][CH2:12][CH2:11][O:10]3, predict the reactants needed to synthesize it. The reactants are: I[C:2]1[CH:3]=[C:4]([CH3:19])[C:5]2[S:16](=[O:18])(=[O:17])[CH2:15][CH2:14][C:9]3([O:13][CH2:12][CH2:11][O:10]3)[C:6]=2[C:7]=1C.[OH:20][C:21]1[CH:30]=[CH:29][C:24]([C:25]([O:27][CH3:28])=[O:26])=[CH:23][CH:22]=1.C(N([CH2:36][CH3:37])CC)C.[C]=[O:39]. (10) Given the product [CH:1]1([C:7]2[NH:14][N:13]=[C:9]([NH2:10])[CH:8]=2)[CH2:6][CH2:5][CH2:4][CH2:3][CH2:2]1, predict the reactants needed to synthesize it. The reactants are: [CH:1]1([C:7](=O)[CH2:8][C:9]#[N:10])[CH2:6][CH2:5][CH2:4][CH2:3][CH2:2]1.O.[NH2:13][NH2:14].